This data is from Forward reaction prediction with 1.9M reactions from USPTO patents (1976-2016). The task is: Predict the product of the given reaction. (1) Given the reactants [O:1]=[C:2]1[NH:7][N:6]=[CH:5][C:4]([N:8]2[CH2:13][CH2:12][CH:11]([C:14]3[CH:21]=[CH:20][CH:19]=[CH:18][C:15]=3[C:16]#[N:17])[CH2:10][CH2:9]2)=[C:3]1[C:22]([F:25])([F:24])[F:23].[C:26](O[C:26]([O:28][C:29]([CH3:32])([CH3:31])[CH3:30])=[O:27])([O:28][C:29]([CH3:32])([CH3:31])[CH3:30])=[O:27].C(N(CC)CC)C, predict the reaction product. The product is: [C:16]([C:15]1[CH:18]=[CH:19][CH:20]=[CH:21][C:14]=1[CH:11]1[CH2:12][CH2:13][N:8]([C:4]2[CH:5]=[N:6][N:7]([C:26]([O:28][C:29]([CH3:32])([CH3:31])[CH3:30])=[O:27])[C:2](=[O:1])[C:3]=2[C:22]([F:24])([F:23])[F:25])[CH2:9][CH2:10]1)#[N:17]. (2) Given the reactants Cl[Ce](Cl)Cl.[CH2:5]([Mg]Br)[CH3:6].[Si:9]([O:16][C@@H:17]1[C@@:34]2([CH3:35])[C:21](=[CH:22][CH:23]=[C:24]3[C@@H:33]2[CH2:32][CH2:31][C@@:29]2([CH3:30])[C@H:25]3[CH2:26][CH:27]=[C:28]2[CH2:36][O:37][CH2:38][CH2:39][C:40](N(C)C)=[O:41])[CH2:20][C@@H:19]([O:45][Si:46]([C:49]([CH3:52])([CH3:51])[CH3:50])([CH3:48])[CH3:47])[CH2:18]1)([C:12]([CH3:15])([CH3:14])[CH3:13])([CH3:11])[CH3:10].[Cl-].[NH4+].O1CC[CH2:57][CH2:56]1, predict the reaction product. The product is: [Si:9]([O:16][C@@H:17]1[C@@:34]2([CH3:35])[C:21](=[CH:22][CH:23]=[C:24]3[C@@H:33]2[CH2:32][CH2:31][C@@:29]2([CH3:30])[C@H:25]3[CH2:26][CH:27]=[C:28]2[CH2:36][O:37][CH2:38][CH2:39][C:40]([CH2:5][CH3:6])([OH:41])[CH2:56][CH3:57])[CH2:20][C@@H:19]([O:45][Si:46]([C:49]([CH3:52])([CH3:51])[CH3:50])([CH3:48])[CH3:47])[CH2:18]1)([C:12]([CH3:15])([CH3:14])[CH3:13])([CH3:11])[CH3:10]. (3) The product is: [CH3:1][C:2]1([CH3:25])[C:3]2[CH:4]=[C:5]([C:27]3[CH:28]=[CH:29][C:38]4[N:37]5[C:41]6[CH:42]=[CH:43][CH:44]=[CH:45][C:46]=6[C:30]([CH3:48])([CH3:47])[C:31]6[C:36]5=[C:35]([CH:34]=[CH:33][CH:32]=6)[C:39]=4[CH:40]=3)[CH:6]=[CH:7][C:8]=2[N:9]([C:21]2[CH:20]=[CH:19][CH:18]=[CH:17][CH:16]=2)[C:10]2[C:15]1=[CH:14][CH:13]=[CH:12][CH:11]=2. Given the reactants [CH3:1][C:2]1([CH3:25])[C:15]2[C:10]3=[C:11]([C:16]4[CH:17]=[C:18](B(O)O)[CH:19]=[CH:20][C:21]=4[N:9]3[C:8]3[CH:7]=[CH:6][CH:5]=[CH:4][C:3]1=3)[CH:12]=[CH:13][CH:14]=2.Cl[C:27]1[CH:40]=[CH:39][C:38]2[N:37]([C:41]3[CH:46]=[CH:45][CH:44]=[CH:43][CH:42]=3)[C:36]3[C:31](=[CH:32][CH:33]=[CH:34][CH:35]=3)[C:30]([CH3:48])([CH3:47])[C:29]=2[CH:28]=1.C(=O)([O-])[O-].[Na+].[Na+].C1(C)C=CC=CC=1P(C1C=CC=CC=1C)C1C=CC=CC=1C, predict the reaction product. (4) Given the reactants [CH:1]1([NH:7][C:8]2[C:13]([C:14]3[CH2:18][C:17]4([CH2:23][CH2:22][CH:21]([OH:24])[CH2:20][CH2:19]4)[O:16][N:15]=3)=[CH:12][N:11]=[C:10]3[N:25]([CH2:29][CH3:30])[N:26]=[C:27]([CH3:28])[C:9]=23)[CH2:6][CH2:5][CH2:4][CH2:3][CH2:2]1.C(N(CC)CC)C.[C:38]1([CH3:48])[CH:43]=[CH:42][C:41]([S:44](Cl)(=[O:46])=[O:45])=[CH:40][CH:39]=1.O, predict the reaction product. The product is: [CH3:48][C:38]1[CH:43]=[CH:42][C:41]([S:44]([O:24][CH:21]2[CH2:22][CH2:23][C:17]3([O:16][N:15]=[C:14]([C:13]4[C:8]([NH:7][CH:1]5[CH2:2][CH2:3][CH2:4][CH2:5][CH2:6]5)=[C:9]5[C:27]([CH3:28])=[N:26][N:25]([CH2:29][CH3:30])[C:10]5=[N:11][CH:12]=4)[CH2:18]3)[CH2:19][CH2:20]2)(=[O:46])=[O:45])=[CH:40][CH:39]=1. (5) Given the reactants [CH3:1][N:2]1[C:10]2[C:5](=[CH:6][CH:7]=[C:8](N)[CH:9]=2)[CH:4]=[N:3]1.N([O-])=[O:13].[Na+].O.C([O-])(O)=O.[Na+], predict the reaction product. The product is: [CH3:1][N:2]1[C:10]2[C:5](=[CH:6][CH:7]=[C:8]([OH:13])[CH:9]=2)[CH:4]=[N:3]1.